From a dataset of Full USPTO retrosynthesis dataset with 1.9M reactions from patents (1976-2016). Predict the reactants needed to synthesize the given product. (1) Given the product [CH2:1]([C:8]1[CH:9]=[N:10][C:11]2[C:16]([C:17]=1[C:18]1[CH:19]=[C:20]([NH:24][CH2:36][C:33]3[CH:34]=[N:35][C:30]([Cl:29])=[CH:31][CH:32]=3)[CH:21]=[CH:22][CH:23]=1)=[CH:15][CH:14]=[CH:13][C:12]=2[C:25]([F:28])([F:26])[F:27])[C:2]1[CH:3]=[CH:4][CH:5]=[CH:6][CH:7]=1, predict the reactants needed to synthesize it. The reactants are: [CH2:1]([C:8]1[CH:9]=[N:10][C:11]2[C:16]([C:17]=1[C:18]1[CH:19]=[C:20]([NH2:24])[CH:21]=[CH:22][CH:23]=1)=[CH:15][CH:14]=[CH:13][C:12]=2[C:25]([F:28])([F:27])[F:26])[C:2]1[CH:7]=[CH:6][CH:5]=[CH:4][CH:3]=1.[Cl:29][C:30]1[N:35]=[CH:34][C:33]([CH:36]=O)=[CH:32][CH:31]=1. (2) Given the product [ClH:16].[Cl:16][C:17]1[CH:18]=[C:19]2[C:24](=[CH:25][CH:26]=1)[CH:23]=[C:22]([S:27]([N:30]1[CH2:35][CH2:34][N:33]([C:11]([C:9]3[S:8][C:5]4[CH2:6][NH:7][CH:2]([CH3:1])[CH2:3][C:4]=4[N:10]=3)=[O:13])[CH:32]([C:36](=[O:47])[NH:37][CH2:38][C:39]([N:41]3[CH2:46][CH2:45][O:44][CH2:43][CH2:42]3)=[O:40])[CH2:31]1)(=[O:29])=[O:28])[CH:21]=[CH:20]2, predict the reactants needed to synthesize it. The reactants are: [CH3:1][CH:2]1[NH:7][CH2:6][C:5]2[S:8][C:9]([C:11]([O-:13])=O)=[N:10][C:4]=2[CH2:3]1.[Li+].Cl.[Cl:16][C:17]1[CH:18]=[C:19]2[C:24](=[CH:25][CH:26]=1)[CH:23]=[C:22]([S:27]([N:30]1[CH2:35][CH2:34][NH:33][CH:32]([C:36](=[O:47])[NH:37][CH2:38][C:39]([N:41]3[CH2:46][CH2:45][O:44][CH2:43][CH2:42]3)=[O:40])[CH2:31]1)(=[O:29])=[O:28])[CH:21]=[CH:20]2. (3) Given the product [Cl:7][C:8]1[CH:9]=[C:10]([CH2:19][CH2:20][OH:21])[CH:11]=[CH:12][C:13]=1[O:14][CH2:15][CH2:16][CH2:17][CH3:18], predict the reactants needed to synthesize it. The reactants are: [H-].[Al+3].[Li+].[H-].[H-].[H-].[Cl:7][C:8]1[CH:9]=[C:10]([CH2:19][C:20](OCC)=[O:21])[CH:11]=[CH:12][C:13]=1[O:14][CH2:15][CH2:16][CH2:17][CH3:18].[H][H].Cl. (4) Given the product [CH3:15][C:12]1[N:7]2[C:8](=[O:11])[C:9]3[NH:10][C:2]([C:21]4[CH:26]=[CH:25][CH:24]=[CH:23][CH:22]=4)=[N:3][C:4]=3[N:5]([CH2:16][CH2:17][CH2:18][CH2:19][CH3:20])[C:6]2=[N:14][N:13]=1, predict the reactants needed to synthesize it. The reactants are: Br[C:2]1[NH:10][C:9]2[C:8](=[O:11])[N:7]3[C:12]([CH3:15])=[N:13][N:14]=[C:6]3[N:5]([CH2:16][CH2:17][CH2:18][CH2:19][CH3:20])[C:4]=2[N:3]=1.[C:21]1(B(O)O)[CH:26]=[CH:25][CH:24]=[CH:23][CH:22]=1.C(=O)([O-])[O-].[Na+].[Na+]. (5) Given the product [Cl:13][CH2:14][C:15]1[N:1]=[C:2]([CH2:3][NH:4][C:5](=[O:11])[O:6][C:7]([CH3:9])([CH3:8])[CH3:10])[S:12][CH:17]=1, predict the reactants needed to synthesize it. The reactants are: [NH2:1][C:2](=[S:12])[CH2:3][NH:4][C:5](=[O:11])[O:6][C:7]([CH3:10])([CH3:9])[CH3:8].[Cl:13][CH2:14][C:15]([CH2:17]Cl)=O. (6) The reactants are: FC1C=C(C=C(F)C=1)C(OC12CC(CO)(CC1)CC2)=O.FC1C=C(C=C(F)C=1)C(OC12CC(C(O)=O)(CC1)CC2)=O.[F:42][C:43]1[CH:44]=[C:45]([CH:61]=[C:62]([F:64])[CH:63]=1)[C:46]([O:48][C:49]12[CH2:55][C:52]([CH2:56][CH2:57][C:58](O)=[O:59])([CH2:53][CH2:54]1)[CH2:51][CH2:50]2)=[O:47]. Given the product [F:42][C:43]1[CH:44]=[C:45]([CH:61]=[C:62]([F:64])[CH:63]=1)[C:46]([O:48][C:49]12[CH2:55][C:52]([CH2:56][CH2:57][CH2:58][OH:59])([CH2:51][CH2:50]1)[CH2:53][CH2:54]2)=[O:47], predict the reactants needed to synthesize it.